From a dataset of Choline transporter screen with 302,306 compounds. Binary Classification. Given a drug SMILES string, predict its activity (active/inactive) in a high-throughput screening assay against a specified biological target. (1) The compound is O(C(=O)c1n[nH]c2c1cccc2)C. The result is 0 (inactive). (2) The drug is S(c1nc(=O)n(c2CCCc12)CCCN(CC)CC)CC(=O)Nc1ccc(OC(F)(F)F)cc1. The result is 1 (active).